Dataset: Reaction yield outcomes from USPTO patents with 853,638 reactions. Task: Predict the reaction yield, written as a fraction of the theoretical maximum amount of product (1.0 means a 100% yield; for example, 0.34 means a 34% yield). (1) The reactants are FC(F)(F)S(O[C:7]1[CH:13]2[CH2:14][CH:10]([CH2:11][N:12]2[C:15]([O:17][C:18]([CH3:21])([CH3:20])[CH3:19])=[O:16])[CH2:9][CH:8]=1)(=O)=O.C(N(CC)CC)C.[CH3:31][Si:32]([C:35]#[CH:36])([CH3:34])[CH3:33]. The catalyst is C1(C)C=CC=CC=1. The product is [CH3:31][Si:32]([C:35]#[C:36][C:7]1[CH:13]2[CH2:14][CH:10]([CH2:11][N:12]2[C:15]([O:17][C:18]([CH3:21])([CH3:20])[CH3:19])=[O:16])[CH2:9][CH:8]=1)([CH3:34])[CH3:33]. The yield is 0.589. (2) The reactants are [N:1]1[C:10]2[C@H:9]([NH:11]C(=O)C)[CH2:8][CH2:7][CH2:6][C:5]=2[CH:4]=[CH:3][CH:2]=1.[OH-].[Na+]. The catalyst is Cl.C(Cl)Cl. The product is [NH2:11][C@H:9]1[C:10]2[N:1]=[CH:2][CH:3]=[CH:4][C:5]=2[CH2:6][CH2:7][CH2:8]1. The yield is 0.800. (3) The catalyst is O. The yield is 0.390. The reactants are [Br:1][C:2]1[CH:3]=[C:4]([N:8]2[CH2:12][CH2:11][CH:10]([C:13](=O)C(OCC)=O)[C:9]2=[O:20])[CH:5]=[CH:6][CH:7]=1.C(NCC)C.C=O. The product is [Br:1][C:2]1[CH:3]=[C:4]([N:8]2[CH2:12][CH2:11][C:10](=[CH2:13])[C:9]2=[O:20])[CH:5]=[CH:6][CH:7]=1. (4) The reactants are [CH3:1][S:2]([CH2:5][CH2:6][NH2:7])(=[O:4])=[O:3].CCN(C(C)C)C(C)C.[CH3:17][O:18][C:19](=[O:30])[C:20]1[CH:25]=[CH:24][C:23](F)=[C:22]([N+:27]([O-:29])=[O:28])[CH:21]=1. The catalyst is CN(C=O)C.O. The product is [CH3:17][O:18][C:19](=[O:30])[C:20]1[CH:25]=[CH:24][C:23]([NH:7][CH2:6][CH2:5][S:2]([CH3:1])(=[O:4])=[O:3])=[C:22]([N+:27]([O-:29])=[O:28])[CH:21]=1. The yield is 0.830. (5) The catalyst is C1COCC1. The yield is 0.930. The reactants are [CH3:1][O:2][C:3]1[CH:25]=[CH:24][C:6]([CH2:7][NH:8][C:9]2[CH:14]=[C:13]([O:15][C:16]3[CH:21]=[CH:20][C:19]([NH2:22])=[CH:18][C:17]=3[F:23])[N:12]=[CH:11][N:10]=2)=[CH:5][CH:4]=1.[F:26][C:27]1[CH:32]=[CH:31][C:30]([CH2:33][C:34]([N:36]=[C:37]=[O:38])=[O:35])=[CH:29][CH:28]=1.C1(C)C=CC=CC=1. The product is [CH3:1][O:2][C:3]1[CH:4]=[CH:5][C:6]([CH2:7][NH:8][C:9]2[N:10]=[CH:11][N:12]=[C:13]([O:15][C:16]3[CH:21]=[CH:20][C:19]([NH:22][C:37]([NH:36][C:34](=[O:35])[CH2:33][C:30]4[CH:31]=[CH:32][C:27]([F:26])=[CH:28][CH:29]=4)=[O:38])=[CH:18][C:17]=3[F:23])[CH:14]=2)=[CH:24][CH:25]=1. (6) The reactants are C([Si]([O:8][C@H:9]1[CH2:17][CH2:16][CH2:15][C@@:14]2([CH3:18])[C@H:10]1[CH2:11][CH2:12][C@@H:13]2[C@H:19]([CH3:31])[CH:20]([O:29][CH3:30])[CH2:21][C@@H:22]([CH3:28])[C:23]([O:26][CH3:27])([CH3:25])[CH3:24])(C)C)(C)(C)C. The catalyst is [F-].C([N+](CCCC)(CCCC)CCCC)CCC.O1CCCC1. The product is [CH3:30][O:29][CH:20]([CH2:21][C@@H:22]([CH3:28])[C:23]([O:26][CH3:27])([CH3:25])[CH3:24])[C@H:19]([C@@H:13]1[C@:14]2([CH3:18])[C@H:10]([C@@H:9]([OH:8])[CH2:17][CH2:16][CH2:15]2)[CH2:11][CH2:12]1)[CH3:31]. The yield is 0.860. (7) The reactants are [CH2:1]([CH:8]1[CH2:13][N:12](C(OC(C)(C)C)=O)[C:11](=[O:21])[C:10]2[CH:22]=[C:23]([C:25]3[CH:26]=[CH:27][CH:28]=[C:29]4[C:34]=3[N:33]=[CH:32][CH:31]=[CH:30]4)[NH:24][C:9]1=2)[C:2]1[CH:7]=[CH:6][CH:5]=[CH:4][CH:3]=1.C(O)(C(F)(F)F)=O. The catalyst is C(Cl)Cl. The product is [CH2:1]([CH:8]1[CH2:13][NH:12][C:11](=[O:21])[C:10]2[CH:22]=[C:23]([C:25]3[CH:26]=[CH:27][CH:28]=[C:29]4[C:34]=3[N:33]=[CH:32][CH:31]=[CH:30]4)[NH:24][C:9]1=2)[C:2]1[CH:3]=[CH:4][CH:5]=[CH:6][CH:7]=1. The yield is 0.190.